This data is from Reaction yield outcomes from USPTO patents with 853,638 reactions. The task is: Predict the reaction yield, written as a fraction of the theoretical maximum amount of product (1.0 means a 100% yield; for example, 0.34 means a 34% yield). (1) The reactants are [C:1]1([C:30]2[CH:35]=[CH:34][CH:33]=[CH:32][CH:31]=2)[CH:6]=[CH:5][C:4]([CH2:7][N:8]2[C:12]3[CH:13]=[C:14]([F:19])[C:15](I)=[C:16]([F:17])[C:11]=3[N:10]=[C:9]2[O:20][CH:21]2[CH2:24][CH:23]([C:25]([O:27][CH2:28][CH3:29])=[O:26])[CH2:22]2)=[CH:3][CH:2]=1.B(O)(O)[C:37]1[CH:38]=[CH:39][C:40]([C:43]2[CH:44]=[CH:45][CH:46]=[CH:47][CH:48]=2)=[CH:41][CH:42]=1.C([O-])([O-])=O.[K+].[K+]. The catalyst is CN(C=O)C.CCOC(C)=O.O.C1C=CC([P]([Pd]([P](C2C=CC=CC=2)(C2C=CC=CC=2)C2C=CC=CC=2)([P](C2C=CC=CC=2)(C2C=CC=CC=2)C2C=CC=CC=2)[P](C2C=CC=CC=2)(C2C=CC=CC=2)C2C=CC=CC=2)(C2C=CC=CC=2)C2C=CC=CC=2)=CC=1. The product is [C:40]1([C:43]2[CH:48]=[CH:47][CH:46]=[CH:45][CH:44]=2)[CH:41]=[CH:42][C:37]([C:15]2[C:14]([F:19])=[CH:13][C:12]3[N:8]([CH2:7][C:4]4[CH:5]=[CH:6][C:1]([C:30]5[CH:31]=[CH:32][CH:33]=[CH:34][CH:35]=5)=[CH:2][CH:3]=4)[C:9]([O:20][CH:21]4[CH2:22][CH:23]([C:25]([O:27][CH2:28][CH3:29])=[O:26])[CH2:24]4)=[N:10][C:11]=3[C:16]=2[F:17])=[CH:38][CH:39]=1. The yield is 0.200. (2) The reactants are C([O:3][C:4]([C:6]1[N:10]2[N:11]=[CH:12][C:13]([C:29]#[N:30])=[C:14]([NH:15][C:16]3[CH:21]=[CH:20][C:19]([O:22][C:23]4[CH:28]=[CH:27][CH:26]=[CH:25][CH:24]=4)=[CH:18][CH:17]=3)[C:9]2=[CH:8][CH:7]=1)=[O:5])C.[OH-].[Na+].Cl. The catalyst is CCO. The product is [C:29]([C:13]1[CH:12]=[N:11][N:10]2[C:6]([C:4]([OH:5])=[O:3])=[CH:7][CH:8]=[C:9]2[C:14]=1[NH:15][C:16]1[CH:21]=[CH:20][C:19]([O:22][C:23]2[CH:28]=[CH:27][CH:26]=[CH:25][CH:24]=2)=[CH:18][CH:17]=1)#[N:30]. The yield is 0.980. (3) The reactants are [C:1]1([C:7]#[C:8][C:9]2[CH:18]=[CH:17][CH:16]=[CH:15][C:10]=2[C:11](OC)=[O:12])[CH:6]=[CH:5][CH:4]=[CH:3][CH:2]=1.[NH2:19][OH:20].[OH-].[K+]. The catalyst is C1COCC1.CO. The product is [OH:20][NH:19][C:11](=[O:12])[C:10]1[CH:15]=[CH:16][CH:17]=[CH:18][C:9]=1[C:8]#[C:7][C:1]1[CH:6]=[CH:5][CH:4]=[CH:3][CH:2]=1. The yield is 0.430. (4) The reactants are OC[C@@H](N[C:11](=[O:25])[C@@:12]([CH3:24])([C:18]1[CH:23]=[CH:22][CH:21]=[CH:20][CH:19]=1)[CH2:13][CH2:14][CH:15]([CH3:17])[CH3:16])C1C=CC=CC=1.S(=O)(=O)(O)[OH:27]. The catalyst is O1CCOCC1. The product is [CH3:24][C@@:12]([C:18]1[CH:19]=[CH:20][CH:21]=[CH:22][CH:23]=1)([CH2:13][CH2:14][CH:15]([CH3:16])[CH3:17])[C:11]([OH:25])=[O:27]. The yield is 0.730. (5) The reactants are [N:1]1[CH:6]=[CH:5][CH:4]=[CH:3][C:2]=1[CH2:7][OH:8].[H-].[Na+].Cl[C:12]1[CH:17]=[CH:16][C:15]([N+:18]([O-:20])=[O:19])=[CH:14][N:13]=1.O. The catalyst is CN(C)C=O. The product is [N+:18]([C:15]1[CH:16]=[CH:17][C:12]([O:8][CH2:7][C:2]2[CH:3]=[CH:4][CH:5]=[CH:6][N:1]=2)=[N:13][CH:14]=1)([O-:20])=[O:19]. The yield is 0.910.